Predict the product of the given reaction. From a dataset of Forward reaction prediction with 1.9M reactions from USPTO patents (1976-2016). (1) Given the reactants [CH3:1][NH:2][C:3]1[CH:8]=[CH:7][CH:6]=[CH:5][C:4]=1[OH:9].C([O-])([O-])=O.[K+].[K+].Br[CH:17](Br)[CH3:18], predict the reaction product. The product is: [CH3:1][N:2]1[C:3]2[CH:8]=[CH:7][CH:6]=[CH:5][C:4]=2[O:9][CH2:18][CH2:17]1. (2) Given the reactants [N+:1]([C:4]1[CH:5]=[N:6][NH:7][CH:8]=1)([O-:3])=[O:2].IC.[C:11]([O-])([O-])=O.[K+].[K+], predict the reaction product. The product is: [CH3:11][N:6]1[CH:5]=[C:4]([N+:1]([O-:3])=[O:2])[CH:8]=[N:7]1. (3) Given the reactants C[Si](C)(C)[N-][Si](C)(C)C.[Li+].[CH3:11][N:12]1[C:17](=[O:18])[C:16]2[N:19]=[CH:20][N:21](C(OC(C)(C)C)=O)[C:15]=2[CH:14]=[N:13]1.[Cl:29]C(Cl)(Cl)C(Cl)(Cl)Cl.O.N, predict the reaction product. The product is: [Cl:29][C:20]1[NH:21][C:15]2[CH:14]=[N:13][N:12]([CH3:11])[C:17](=[O:18])[C:16]=2[N:19]=1. (4) Given the reactants [C:1]([NH:9][C:10]1[CH:26]=[CH:25][C:13]([O:14][C:15]2[C:20]([C:21]([NH2:23])=[O:22])=[CH:19][N:18]=[C:17](Cl)[CH:16]=2)=[CH:12][CH:11]=1)(=[O:8])[C:2]1[CH:7]=[CH:6][CH:5]=[CH:4][CH:3]=1.O1CCOCC1.[C:33]([O:37][C:38]([N:40]1[CH2:44][CH:43]=[C:42](B2OC(C)(C)C(C)(C)O2)[CH2:41]1)=[O:39])([CH3:36])([CH3:35])[CH3:34].C(=O)([O-])[O-].[Cs+].[Cs+], predict the reaction product. The product is: [C:33]([O:37][C:38]([N:40]1[CH2:44][CH:43]=[C:42]([C:17]2[CH:16]=[C:15]([O:14][C:13]3[CH:25]=[CH:26][C:10]([NH:9][C:1](=[O:8])[C:2]4[CH:7]=[CH:6][CH:5]=[CH:4][CH:3]=4)=[CH:11][CH:12]=3)[C:20]([C:21](=[O:22])[NH2:23])=[CH:19][N:18]=2)[CH2:41]1)=[O:39])([CH3:36])([CH3:34])[CH3:35]. (5) Given the reactants [O:1]=[C:2]1[C@@H:8]([NH:9][C:10](=[O:25])[C@@H:11]([OH:24])[C@@H:12]([NH:16]C(OC(C)(C)C)=O)[CH:13]([CH3:15])[CH3:14])[CH2:7][CH2:6][CH2:5][CH2:4][NH:3]1.N[C@@H](C(C)C)[C@@H](O)C(N[C@H]1CCCCNC1=O)=O, predict the reaction product. The product is: [NH2:16][C@@H:12]([CH:13]([CH3:15])[CH3:14])[C@H:11]([OH:24])[C:10]([NH:9][C@H:8]1[CH2:7][CH2:6][CH2:5][CH2:4][NH:3][C:2]1=[O:1])=[O:25].